Dataset: Full USPTO retrosynthesis dataset with 1.9M reactions from patents (1976-2016). Task: Predict the reactants needed to synthesize the given product. (1) Given the product [CH2:1]([O:8][N:9]1[C:15](=[O:16])[N:14]2[CH2:17][C@H:10]1[CH2:11][CH2:12][C@H:13]2[C:18]([NH:21][N:22]1[CH2:23][CH2:24][N:25]([C:28]([O:30][C:31]([CH3:34])([CH3:33])[CH3:32])=[O:29])[CH2:26][CH2:27]1)=[O:20])[C:2]1[CH:3]=[CH:4][CH:5]=[CH:6][CH:7]=1, predict the reactants needed to synthesize it. The reactants are: [CH2:1]([O:8][N:9]1[C:15](=[O:16])[N:14]2[CH2:17][C@H:10]1[CH2:11][CH2:12][C@H:13]2[C:18]([OH:20])=O)[C:2]1[CH:7]=[CH:6][CH:5]=[CH:4][CH:3]=1.[NH2:21][N:22]1[CH2:27][CH2:26][N:25]([C:28]([O:30][C:31]([CH3:34])([CH3:33])[CH3:32])=[O:29])[CH2:24][CH2:23]1.ON1C2C=CC=CC=2N=N1.Cl.C(N=C=NCCCN(C)C)C. (2) Given the product [F:8][C:9]1[CH:14]=[CH:13][C:12]([C:15]2[O:39][C:18]3[CH:19]=[C:20]([CH:27]4[CH2:31][CH2:30][CH2:29][NH:28]4)[C:21]4[O:25][CH:24]([CH3:26])[CH2:23][C:22]=4[C:17]=3[C:16]=2[C:40]([NH:42][CH3:43])=[O:41])=[CH:11][CH:10]=1, predict the reactants needed to synthesize it. The reactants are: C(O)(C(F)(F)F)=O.[F:8][C:9]1[CH:14]=[CH:13][C:12]([C:15]2[O:39][C:18]3[CH:19]=[C:20]([CH:27]4[CH2:31][CH2:30][CH2:29][N:28]4C(OC(C)(C)C)=O)[C:21]4[O:25][CH:24]([CH3:26])[CH2:23][C:22]=4[C:17]=3[C:16]=2[C:40]([NH:42][CH3:43])=[O:41])=[CH:11][CH:10]=1. (3) Given the product [CH:14]([C:15]1[NH:5][C:9](=[O:11])[C:8]([C:6]#[N:7])=[C:26]([C:25]2[CH:28]=[CH:29][C:22]([N+:19]([O-:21])=[O:20])=[CH:23][CH:24]=2)[CH:16]=1)([CH3:18])[CH3:13], predict the reactants needed to synthesize it. The reactants are: C([O-])(=O)C.[NH4+:5].[C:6]([CH2:8][C:9]([O:11]C)=O)#[N:7].[CH3:13][CH:14]([CH3:18])[C:15](=O)[CH3:16].[N+:19]([C:22]1[CH:29]=[CH:28][C:25]([CH:26]=O)=[CH:24][CH:23]=1)([O-:21])=[O:20].